Dataset: Forward reaction prediction with 1.9M reactions from USPTO patents (1976-2016). Task: Predict the product of the given reaction. Given the reactants [Cl:1][C:2]1[CH:10]=[N:9][CH:8]=[CH:7][C:3]=1[C:4](Cl)=[O:5].CN(C=O)C.[NH2:16][C:17]1[CH:22]=[C:21]([C:23]([F:26])([F:25])[F:24])[C:20]([F:27])=[CH:19][C:18]=1[OH:28].C(N(CC)CC)C, predict the reaction product. The product is: [Cl:1][C:2]1[CH:10]=[N:9][CH:8]=[CH:7][C:3]=1[C:4]([NH:16][C:17]1[CH:22]=[C:21]([C:23]([F:24])([F:25])[F:26])[C:20]([F:27])=[CH:19][C:18]=1[OH:28])=[O:5].